This data is from Full USPTO retrosynthesis dataset with 1.9M reactions from patents (1976-2016). The task is: Predict the reactants needed to synthesize the given product. (1) Given the product [F:43][CH:33]([F:32])[C:34]1[C:42]2[CH2:41][CH2:40][CH2:39][CH2:38][C:37]=2[N:36]([CH2:2][C:3]([NH:5][C@H:6]([C:16]2[C:21]([C:22]3[CH:23]=[CH:24][C:25]([F:31])=[C:26]([CH:30]=3)[C:27]([NH2:29])=[O:28])=[CH:20][CH:19]=[CH:18][N:17]=2)[CH2:7][C:8]2[CH:13]=[C:12]([F:14])[CH:11]=[C:10]([F:15])[CH:9]=2)=[O:4])[N:35]=1, predict the reactants needed to synthesize it. The reactants are: Cl[CH2:2][C:3]([NH:5][C@H:6]([C:16]1[C:21]([C:22]2[CH:23]=[CH:24][C:25]([F:31])=[C:26]([CH:30]=2)[C:27]([NH2:29])=[O:28])=[CH:20][CH:19]=[CH:18][N:17]=1)[CH2:7][C:8]1[CH:13]=[C:12]([F:14])[CH:11]=[C:10]([F:15])[CH:9]=1)=[O:4].[F:32][CH:33]([F:43])[C:34]1[C:42]2[CH2:41][CH2:40][CH2:39][CH2:38][C:37]=2[NH:36][N:35]=1. (2) The reactants are: [CH2:1]([N:5]1[C:10](=[O:11])[CH2:9][C:8](=[O:12])[N:7]([CH2:13][CH2:14][CH2:15][CH3:16])[C:6]1=[O:17])[CH2:2][CH2:3][CH3:4].C(N(C(C)C)CC)(C)C.[N:27]([CH2:30][C:31]([O:33]CC)=[O:32])=[C:28]=[O:29]. Given the product [CH2:13]([N:7]1[C:8]([OH:12])=[C:9]([C:28]([NH:27][CH2:30][C:31]([OH:33])=[O:32])=[O:29])[C:10](=[O:11])[N:5]([CH2:1][CH2:2][CH2:3][CH3:4])[C:6]1=[O:17])[CH2:14][CH2:15][CH3:16], predict the reactants needed to synthesize it. (3) Given the product [F:1][C:2]1[C:3]([O:12][CH3:13])=[CH:4][C:5]([CH3:11])=[C:6]([CH:7]=1)[NH2:8], predict the reactants needed to synthesize it. The reactants are: [F:1][C:2]1[CH:7]=[C:6]([N+:8]([O-])=O)[C:5]([CH3:11])=[CH:4][C:3]=1[O:12][CH3:13].